This data is from Full USPTO retrosynthesis dataset with 1.9M reactions from patents (1976-2016). The task is: Predict the reactants needed to synthesize the given product. (1) Given the product [CH:17]1([N:16]2[C:11]3[C:10](=[O:24])[NH:9][C:8]([C:5]4[CH:6]=[CH:7][C:2]([N:32]5[CH2:33][CH2:34][CH2:35][N:29]([CH3:28])[CH2:30][CH2:31]5)=[CH:3][C:4]=4[O:25][CH2:26][CH3:27])=[N:13][C:12]=3[C:14]([CH3:23])=[N:15]2)[CH2:22][CH2:21][CH2:20][CH2:19][CH2:18]1, predict the reactants needed to synthesize it. The reactants are: Br[C:2]1[CH:7]=[CH:6][C:5]([C:8]2[NH:9][C:10](=[O:24])[C:11]3[N:16]([CH:17]4[CH2:22][CH2:21][CH2:20][CH2:19][CH2:18]4)[N:15]=[C:14]([CH3:23])[C:12]=3[N:13]=2)=[C:4]([O:25][CH2:26][CH3:27])[CH:3]=1.[CH3:28][N:29]1[CH2:35][CH2:34][CH2:33][NH:32][CH2:31][CH2:30]1. (2) Given the product [CH3:13][O:12][C:9]1[CH:10]=[C:11]2[C:6](=[CH:7][C:8]=1[O:14][CH3:15])[N:5]=[CH:4][CH:3]=[C:2]2[O:23][C:20]1[CH:21]=[CH:22][C:17]([NH2:16])=[CH:18][CH:19]=1, predict the reactants needed to synthesize it. The reactants are: Cl[C:2]1[C:11]2[C:6](=[CH:7][C:8]([O:14][CH3:15])=[C:9]([O:12][CH3:13])[CH:10]=2)[N:5]=[CH:4][CH:3]=1.[NH2:16][C:17]1[CH:22]=[CH:21][C:20]([OH:23])=[CH:19][CH:18]=1.C(=O)([O-])[O-].[Cs+].[Cs+].O. (3) Given the product [Cl:32][C:26]1[CH:27]=[C:28]([Cl:31])[CH:29]=[CH:30][C:25]=1[C:23]1[N:24]=[C:20]([C@@H:19]([NH:35][C:46](=[O:47])[CH2:45][C:41]2[CH:42]=[CH:43][CH:44]=[C:39]([O:38][CH3:37])[CH:40]=2)[CH2:18][C:15]2[CH:16]=[CH:17][C:12]([O:11][C:8]3[CH:7]=[CH:6][C:5]([C:4]([OH:3])=[O:36])=[CH:10][CH:9]=3)=[CH:13][CH:14]=2)[N:21]([CH2:33][CH3:34])[CH:22]=1, predict the reactants needed to synthesize it. The reactants are: Cl.C[O:3][C:4](=[O:36])[C:5]1[CH:10]=[CH:9][C:8]([O:11][C:12]2[CH:17]=[CH:16][C:15]([CH2:18][C@H:19]([NH2:35])[C:20]3[N:21]([CH2:33][CH3:34])[CH:22]=[C:23]([C:25]4[CH:30]=[CH:29][C:28]([Cl:31])=[CH:27][C:26]=4[Cl:32])[N:24]=3)=[CH:14][CH:13]=2)=[CH:7][CH:6]=1.[CH3:37][O:38][C:39]1[CH:40]=[C:41]([CH2:45][C:46](O)=[O:47])[CH:42]=[CH:43][CH:44]=1. (4) Given the product [NH3:12].[F:1][C:2]1[CH:3]=[C:4]([C:8]2[CH:9]=[C:10]3[C:14](=[CH:15][CH:16]=2)[NH:13][N:12]=[C:11]3[C:23]2[N:28]=[C:27]([N:29]3[CH2:34][CH2:33][CH:32]([NH2:35])[CH2:31][CH2:30]3)[CH:26]=[N:25][CH:24]=2)[CH:5]=[CH:6][CH:7]=1, predict the reactants needed to synthesize it. The reactants are: [F:1][C:2]1[CH:3]=[C:4]([C:8]2[CH:9]=[C:10]3[C:14](=[CH:15][CH:16]=2)[N:13](C2CCCCO2)[N:12]=[C:11]3[C:23]2[N:28]=[C:27]([N:29]3[CH2:34][CH2:33][CH:32]([NH:35]C(=O)OC(C)(C)C)[CH2:31][CH2:30]3)[CH:26]=[N:25][CH:24]=2)[CH:5]=[CH:6][CH:7]=1.CC(O)C.O. (5) Given the product [Cl:1][C:2]1[CH:3]=[N+:4]([O-:14])[C:5]2[C:10]([CH:11]=1)=[CH:9][C:8]([CH2:12][C:17]1[CH:18]=[C:19]([C:20]([O:22][CH3:23])=[O:21])[CH:24]=[CH:25][N:26]=1)=[CH:7][CH:6]=2, predict the reactants needed to synthesize it. The reactants are: [Cl:1][C:2]1[CH:3]=[N+:4]([O-:14])[C:5]2[C:10]([CH:11]=1)=[CH:9][C:8]([CH2:12]Cl)=[CH:7][CH:6]=2.C[Sn](C)(C)[C:17]1[CH:18]=[C:19]([CH:24]=[CH:25][N:26]=1)[C:20]([O:22][CH3:23])=[O:21]. (6) Given the product [Cl:27][C:13]1[C:14]([C:15]2[CH:16]=[CH:17][CH:18]=[CH:19][CH:20]=2)=[N:23][N:21]=[C:11]2[N:10]([CH3:22])[N:9]=[C:8]([C:3]3[CH:4]=[CH:5][CH:6]=[CH:7][C:2]=3[Cl:1])[C:12]=12, predict the reactants needed to synthesize it. The reactants are: [Cl:1][C:2]1[CH:7]=[CH:6][CH:5]=[CH:4][C:3]=1[C:8]1[C:12]([C:13]#[C:14][C:15]2[CH:20]=[CH:19][CH:18]=[CH:17][CH:16]=2)=[C:11]([NH2:21])[N:10]([CH3:22])[N:9]=1.[N:23]([O-])=O.[Na+].[ClH:27]. (7) Given the product [NH2:1][CH:2]1[CH2:11][C:10]2[C:5](=[CH:6][C:7]([Cl:12])=[CH:8][CH:9]=2)[N:4]([CH2:17][CH2:18][O:19][Si:20]([C:23]([CH3:26])([CH3:25])[CH3:24])([CH3:22])[CH3:21])[C:3]1=[O:13], predict the reactants needed to synthesize it. The reactants are: [NH2:1][CH:2]1[CH2:11][C:10]2[C:5](=[CH:6][C:7]([Cl:12])=[CH:8][CH:9]=2)[NH:4][C:3]1=[O:13].[H-].[Na+].Br[CH2:17][CH2:18][O:19][Si:20]([C:23]([CH3:26])([CH3:25])[CH3:24])([CH3:22])[CH3:21]. (8) Given the product [F:18][C:19]([F:32])([F:31])[S:20]([O:1][C:2]1[CH:3]=[CH:4][CH:5]=[C:6]2[C:11]=1[N:10]=[CH:9][CH:8]=[CH:7]2)(=[O:22])=[O:21], predict the reactants needed to synthesize it. The reactants are: [OH:1][C:2]1[CH:3]=[CH:4][CH:5]=[C:6]2[C:11]=1[N:10]=[CH:9][CH:8]=[CH:7]2.C([O-])([O-])=O.[K+].[K+].[F:18][C:19]([F:32])([F:31])[S:20](O[S:20]([C:19]([F:32])([F:31])[F:18])(=[O:22])=[O:21])(=[O:22])=[O:21].